Predict the reactants needed to synthesize the given product. From a dataset of Full USPTO retrosynthesis dataset with 1.9M reactions from patents (1976-2016). (1) Given the product [C:13]([C:9]1[CH:10]=[C:11]2[C:6](=[CH:7][CH:8]=1)[NH:5][C:4]([OH:3])=[C:12]2[C:16]1[N:21]=[CH:20][C:19]([C:22]([O:24][CH2:25][CH3:26])=[O:23])=[CH:18][CH:17]=1)#[N:14], predict the reactants needed to synthesize it. The reactants are: [H-].[Li+].[O:3]=[C:4]1[CH2:12][C:11]2[C:6](=[CH:7][CH:8]=[C:9]([C:13]#[N:14])[CH:10]=2)[NH:5]1.Cl[C:16]1[N:21]=[CH:20][C:19]([C:22]([O:24][CH2:25][CH3:26])=[O:23])=[CH:18][CH:17]=1.[NH4+].[Cl-]. (2) Given the product [NH2:1][C:2]1[C:11]2[C:6](=[CH:7][CH:8]=[CH:9][C:10]=2[O:12][CH2:13][C:14]([CH3:19])([CH3:18])[C:15]([NH:33][CH:26]2[CH2:32][CH2:31][CH2:30][CH2:29][CH2:28][CH2:27]2)=[O:16])[N:5]=[C:4]([CH3:20])[C:3]=1[C:21]([O:23][CH2:24][CH3:25])=[O:22], predict the reactants needed to synthesize it. The reactants are: [NH2:1][C:2]1[C:11]2[C:6](=[CH:7][CH:8]=[CH:9][C:10]=2[O:12][CH2:13][C:14]([CH3:19])([CH3:18])[C:15](O)=[O:16])[N:5]=[C:4]([CH3:20])[C:3]=1[C:21]([O:23][CH2:24][CH3:25])=[O:22].[CH:26]1([NH2:33])[CH2:32][CH2:31][CH2:30][CH2:29][CH2:28][CH2:27]1. (3) Given the product [CH3:15][N:9]1[C:7]2=[N:8][C:3]([NH:2][C:17](=[O:24])[C:18]3[CH:23]=[CH:22][N:21]=[CH:20][CH:19]=3)=[CH:4][CH:5]=[C:6]2[C:11]([CH3:12])([CH3:13])[C:10]1=[O:14], predict the reactants needed to synthesize it. The reactants are: Cl.[NH2:2][C:3]1[N:8]=[C:7]2[N:9]([CH3:15])[C:10](=[O:14])[C:11]([CH3:13])([CH3:12])[C:6]2=[CH:5][CH:4]=1.Cl.[C:17](Cl)(=[O:24])[C:18]1[CH:23]=[CH:22][N:21]=[CH:20][CH:19]=1. (4) Given the product [C:27]([O:26][C:24]([N:23]([CH2:31][CH2:32][CH2:33][CH2:34][CH2:35][CH2:36][CH2:37][CH3:38])[C@@H:10]([CH2:11][CH2:12][C:13]1[N:17]([CH3:18])[C:16]2[CH:19]=[CH:20][CH:21]=[CH:22][C:15]=2[N:14]=1)[C:9]([OH:39])=[O:8])=[O:25])([CH3:30])([CH3:29])[CH3:28], predict the reactants needed to synthesize it. The reactants are: C([O:8][C:9](=[O:39])[C@@H:10]([N:23]([CH2:31][CH2:32][CH2:33][CH2:34][CH2:35][CH2:36][CH2:37][CH3:38])[C:24]([O:26][C:27]([CH3:30])([CH3:29])[CH3:28])=[O:25])[CH2:11][CH2:12][C:13]1[N:17]([CH3:18])[C:16]2[CH:19]=[CH:20][CH:21]=[CH:22][C:15]=2[N:14]=1)C1C=CC=CC=1.